Task: Predict the reactants needed to synthesize the given product.. Dataset: Full USPTO retrosynthesis dataset with 1.9M reactions from patents (1976-2016) (1) Given the product [C:2]([C:3]1[NH:33][C:31](=[O:32])[NH:30][N:29]=1)([CH2:6][CH3:7])([CH3:8])[CH3:1], predict the reactants needed to synthesize it. The reactants are: [CH3:1][C:2]([CH3:8])([CH2:6][CH3:7])[C:3](O)=O.C(Cl)(=O)C(Cl)=O.CN(C=O)C.CC(C)(CC)C(Cl)=O.Cl.[NH2:29][NH:30][C:31]([NH2:33])=[O:32].[OH-].[Na+].[NH4+].[Cl-]. (2) The reactants are: [H-].[Na+].[CH2:3]([OH:5])C.[C:6]1(=[O:12])[CH2:11][CH2:10][CH2:9][CH2:8][CH2:7]1.C(OCC)=O. Given the product [O:12]=[C:6]1[CH2:11][CH2:10][CH2:9][CH2:8][CH:7]1[CH:3]=[O:5], predict the reactants needed to synthesize it.